Dataset: NCI-60 drug combinations with 297,098 pairs across 59 cell lines. Task: Regression. Given two drug SMILES strings and cell line genomic features, predict the synergy score measuring deviation from expected non-interaction effect. (1) Drug 1: C1=CC(=CC=C1CC(C(=O)O)N)N(CCCl)CCCl.Cl. Drug 2: COCCOC1=C(C=C2C(=C1)C(=NC=N2)NC3=CC=CC(=C3)C#C)OCCOC.Cl. Cell line: NCI/ADR-RES. Synergy scores: CSS=13.3, Synergy_ZIP=-3.67, Synergy_Bliss=4.52, Synergy_Loewe=3.49, Synergy_HSA=3.56. (2) Drug 1: CC(C1=C(C=CC(=C1Cl)F)Cl)OC2=C(N=CC(=C2)C3=CN(N=C3)C4CCNCC4)N. Drug 2: C(CCl)NC(=O)N(CCCl)N=O. Cell line: SNB-75. Synergy scores: CSS=0.416, Synergy_ZIP=-0.168, Synergy_Bliss=-0.946, Synergy_Loewe=-4.66, Synergy_HSA=-3.03. (3) Drug 1: C1CCN(CC1)CCOC2=CC=C(C=C2)C(=O)C3=C(SC4=C3C=CC(=C4)O)C5=CC=C(C=C5)O. Drug 2: CC12CCC3C(C1CCC2OP(=O)(O)O)CCC4=C3C=CC(=C4)OC(=O)N(CCCl)CCCl.[Na+]. Cell line: RXF 393. Synergy scores: CSS=3.39, Synergy_ZIP=-0.898, Synergy_Bliss=0.606, Synergy_Loewe=-0.0784, Synergy_HSA=-0.333. (4) Drug 1: CC(C)(C#N)C1=CC(=CC(=C1)CN2C=NC=N2)C(C)(C)C#N. Drug 2: C(CC(=O)O)C(=O)CN.Cl. Cell line: KM12. Synergy scores: CSS=5.97, Synergy_ZIP=2.73, Synergy_Bliss=10.5, Synergy_Loewe=4.25, Synergy_HSA=4.05. (5) Drug 1: C1=CC(=CC=C1CCCC(=O)O)N(CCCl)CCCl. Drug 2: CCCCCOC(=O)NC1=NC(=O)N(C=C1F)C2C(C(C(O2)C)O)O. Cell line: HCC-2998. Synergy scores: CSS=12.5, Synergy_ZIP=-8.49, Synergy_Bliss=-9.91, Synergy_Loewe=-7.63, Synergy_HSA=-7.05. (6) Synergy scores: CSS=3.20, Synergy_ZIP=-1.51, Synergy_Bliss=2.28, Synergy_Loewe=-6.12, Synergy_HSA=-0.356. Drug 1: C1=CC(=CC=C1CC(C(=O)O)N)N(CCCl)CCCl.Cl. Drug 2: C(=O)(N)NO. Cell line: TK-10. (7) Drug 1: CN(C)C1=NC(=NC(=N1)N(C)C)N(C)C. Cell line: OVCAR3. Drug 2: C1=CN(C=N1)CC(O)(P(=O)(O)O)P(=O)(O)O. Synergy scores: CSS=-5.79, Synergy_ZIP=-0.907, Synergy_Bliss=-7.08, Synergy_Loewe=-12.9, Synergy_HSA=-9.62. (8) Drug 1: C1=CC(=CC=C1CCCC(=O)O)N(CCCl)CCCl. Drug 2: CC1C(C(CC(O1)OC2CC(CC3=C2C(=C4C(=C3O)C(=O)C5=CC=CC=C5C4=O)O)(C(=O)C)O)N)O. Cell line: ACHN. Synergy scores: CSS=48.3, Synergy_ZIP=-1.11, Synergy_Bliss=-0.447, Synergy_Loewe=-22.7, Synergy_HSA=0.368.